Dataset: Catalyst prediction with 721,799 reactions and 888 catalyst types from USPTO. Task: Predict which catalyst facilitates the given reaction. (1) Reactant: [NH2:1][C@H:2]1[C:11]2[C:6](=[CH:7][CH:8]=[CH:9][CH:10]=2)[N:5]([C:12](=[O:14])[CH3:13])[C@@H:4]([CH3:15])[C@@H:3]1[CH3:16].Br[C:18]1[CH:23]=[CH:22][C:21]([Cl:24])=[CH:20][C:19]=1[O:25][CH3:26].CN(C1C(C2C(P(C3CCCCC3)C3CCCCC3)=CC=CC=2)=CC=CC=1)C.CC(C)([O-])C.[Na+]. Product: [Cl:24][C:21]1[CH:22]=[CH:23][C:18]([NH:1][C@H:2]2[C:11]3[C:6](=[CH:7][CH:8]=[CH:9][CH:10]=3)[N:5]([C:12](=[O:14])[CH3:13])[C@@H:4]([CH3:15])[C@@H:3]2[CH3:16])=[C:19]([O:25][CH3:26])[CH:20]=1. The catalyst class is: 102. (2) Reactant: [F:1][C:2]1[CH:7]=[CH:6][C:5]([F:8])=[CH:4][C:3]=1[C@H:9]1[CH2:13][CH2:12][CH2:11][N:10]1[C:14]1[CH:15]=[CH:16][C:17]2[N:18]([C:20]([NH2:23])=[CH:21][N:22]=2)[N:19]=1.[CH3:24][S:25]([NH:28][C:29]1[CH:37]=[CH:36][C:32]([C:33](O)=[O:34])=[CH:31][CH:30]=1)(=[O:27])=[O:26].CN(C=O)C.CCN(C(C)C)C(C)C. Product: [F:1][C:2]1[CH:7]=[CH:6][C:5]([F:8])=[CH:4][C:3]=1[C@H:9]1[CH2:13][CH2:12][CH2:11][N:10]1[C:14]1[CH:15]=[CH:16][C:17]2[N:18]([C:20]([NH:23][C:33](=[O:34])[C:32]3[CH:36]=[CH:37][C:29]([NH:28][S:25]([CH3:24])(=[O:27])=[O:26])=[CH:30][CH:31]=3)=[CH:21][N:22]=2)[N:19]=1. The catalyst class is: 25. (3) Reactant: [NH:1]([C:3](=[S:6])OC)[NH2:2].[NH:7]1[CH2:12][CH2:11][CH:10]([OH:13])[CH2:9][CH2:8]1.C(OCC)(=O)C. Product: [NH:1]([C:3]([N:7]1[CH2:12][CH2:11][CH:10]([OH:13])[CH2:9][CH2:8]1)=[S:6])[NH2:2]. The catalyst class is: 8. (4) The catalyst class is: 58. Reactant: F[C:2]1[C:3]([CH3:22])=[N:4][C:5]2[C:10]([N:11]=1)=[C:9]([C:12]1[NH:20][C:19]3[CH2:18][CH2:17][NH:16][C:15](=[O:21])[C:14]=3[CH:13]=1)[CH:8]=[CH:7][CH:6]=2.[CH:23]1([NH2:27])[CH2:26][CH2:25][CH2:24]1.CO.C(Cl)Cl. Product: [CH:23]1([NH:27][C:2]2[C:3]([CH3:22])=[N:4][C:5]3[C:10]([N:11]=2)=[C:9]([C:12]2[NH:20][C:19]4[CH2:18][CH2:17][NH:16][C:15](=[O:21])[C:14]=4[CH:13]=2)[CH:8]=[CH:7][CH:6]=3)[CH2:26][CH2:25][CH2:24]1.